From a dataset of Forward reaction prediction with 1.9M reactions from USPTO patents (1976-2016). Predict the product of the given reaction. Given the reactants [CH2:1]([S:8]([NH:11][C:12]([CH:14]1[CH2:19][CH2:18][N:17]([C:20]2[C:30]([O:31][CH2:32][CH2:33][CH2:34][C:35]([O:37]C)=[O:36])=[CH:29][C:23]([C:24]([O:26][CH2:27][CH3:28])=[O:25])=[C:22]([CH3:39])[N:21]=2)[CH2:16][CH2:15]1)=[O:13])(=[O:10])=[O:9])[C:2]1[CH:7]=[CH:6][CH:5]=[CH:4][CH:3]=1.[OH-].[Na+], predict the reaction product. The product is: [CH2:1]([S:8]([NH:11][C:12]([CH:14]1[CH2:19][CH2:18][N:17]([C:20]2[C:30]([O:31][CH2:32][CH2:33][CH2:34][C:35]([OH:37])=[O:36])=[CH:29][C:23]([C:24]([O:26][CH2:27][CH3:28])=[O:25])=[C:22]([CH3:39])[N:21]=2)[CH2:16][CH2:15]1)=[O:13])(=[O:9])=[O:10])[C:2]1[CH:3]=[CH:4][CH:5]=[CH:6][CH:7]=1.